This data is from Merck oncology drug combination screen with 23,052 pairs across 39 cell lines. The task is: Regression. Given two drug SMILES strings and cell line genomic features, predict the synergy score measuring deviation from expected non-interaction effect. (1) Drug 1: CN(C)C(=N)N=C(N)N. Drug 2: CC(C)CC(NC(=O)C(Cc1ccccc1)NC(=O)c1cnccn1)B(O)O. Cell line: HT144. Synergy scores: synergy=-7.95. (2) Drug 1: Cc1nc(Nc2ncc(C(=O)Nc3c(C)cccc3Cl)s2)cc(N2CCN(CCO)CC2)n1. Drug 2: Cn1c(=O)n(-c2ccc(C(C)(C)C#N)cc2)c2c3cc(-c4cnc5ccccc5c4)ccc3ncc21. Cell line: A2058. Synergy scores: synergy=70.2. (3) Drug 1: N#Cc1ccc(Cn2cncc2CN2CCN(c3cccc(Cl)c3)C(=O)C2)cc1. Drug 2: CCC1=CC2CN(C1)Cc1c([nH]c3ccccc13)C(C(=O)OC)(c1cc3c(cc1OC)N(C)C1C(O)(C(=O)OC)C(OC(C)=O)C4(CC)C=CCN5CCC31C54)C2. Cell line: SW620. Synergy scores: synergy=4.51. (4) Drug 1: COC1=C2CC(C)CC(OC)C(O)C(C)C=C(C)C(OC(N)=O)C(OC)C=CC=C(C)C(=O)NC(=CC1=O)C2=O. Drug 2: CCC1(O)C(=O)OCc2c1cc1n(c2=O)Cc2cc3c(CN(C)C)c(O)ccc3nc2-1. Cell line: COLO320DM. Synergy scores: synergy=6.91. (5) Drug 1: O=C(CCCCCCC(=O)Nc1ccccc1)NO. Drug 2: Cc1nc(Nc2ncc(C(=O)Nc3c(C)cccc3Cl)s2)cc(N2CCN(CCO)CC2)n1. Cell line: HT144. Synergy scores: synergy=33.8. (6) Drug 1: N#Cc1ccc(Cn2cncc2CN2CCN(c3cccc(Cl)c3)C(=O)C2)cc1. Drug 2: CCC1=CC2CN(C1)Cc1c([nH]c3ccccc13)C(C(=O)OC)(c1cc3c(cc1OC)N(C)C1C(O)(C(=O)OC)C(OC(C)=O)C4(CC)C=CCN5CCC31C54)C2. Cell line: NCIH460. Synergy scores: synergy=4.90. (7) Drug 1: CC(=O)OC1C(=O)C2(C)C(O)CC3OCC3(OC(C)=O)C2C(OC(=O)c2ccccc2)C2(O)CC(OC(=O)C(O)C(NC(=O)c3ccccc3)c3ccccc3)C(C)=C1C2(C)C. Drug 2: C=CCn1c(=O)c2cnc(Nc3ccc(N4CCN(C)CC4)cc3)nc2n1-c1cccc(C(C)(C)O)n1. Cell line: A2780. Synergy scores: synergy=-2.48.